This data is from Forward reaction prediction with 1.9M reactions from USPTO patents (1976-2016). The task is: Predict the product of the given reaction. (1) Given the reactants [CH:1]1([S:6]([C:8]2[CH:9]=[C:10]([CH3:17])[CH:11]=[CH:12][C:13]=2[N+:14]([O-])=O)=[O:7])[CH2:5][CH2:4][CH2:3][CH2:2]1.C1C=C(Cl)C=C([C:25]([O:27]O)=O)C=1.C1(S(C2C=C(C)C=CC=2N)=O)CCCC1.[NH2:44][C:45]1[S:46][CH:47]=[CH:48][N:49]=1, predict the reaction product. The product is: [CH:1]1([S:6]([C:8]2[CH:9]=[C:10]([CH3:17])[CH:11]=[CH:12][C:13]=2[NH:14][C:25]([NH:44][C:45]2[S:46][CH:47]=[CH:48][N:49]=2)=[O:27])=[O:7])[CH2:5][CH2:4][CH2:3][CH2:2]1. (2) Given the reactants [F:1][C:2]1[CH:3]=[CH:4][C:5]2[N:6]([C:8]([C:11]3[N:16]=[C:15](O)[C:14]([C:18]([O:20][CH2:21][CH3:22])=[O:19])=[CH:13][N:12]=3)=[CH:9][N:10]=2)[CH:7]=1.P(Cl)(Cl)([Cl:25])=O, predict the reaction product. The product is: [Cl:25][C:15]1[C:14]([C:18]([O:20][CH2:21][CH3:22])=[O:19])=[CH:13][N:12]=[C:11]([C:8]2[N:6]3[CH:7]=[C:2]([F:1])[CH:3]=[CH:4][C:5]3=[N:10][CH:9]=2)[N:16]=1. (3) Given the reactants CN(N=O)C(N[C@H:6]1[CH:11]([OH:12])[O:10][C@H:9]([CH2:13][OH:14])[C@@H:8]([OH:15])[C@@H:7]1[OH:16])=O.C(O)(=O)CC(CC(O)=O)(C(O)=O)[OH:22], predict the reaction product. The product is: [O:14]=[CH:13][C@@H:9]([C@H:8]([C@@H:7]([C@@H:6]([CH2:11][OH:12])[OH:22])[OH:16])[OH:15])[OH:10]. (4) Given the reactants [NH2:1][C@H:2]([C:14]([O:16][CH3:17])=[O:15])[CH2:3][C:4]1[CH:13]=[CH:12][C:7]([C:8]([O:10][CH3:11])=[O:9])=[CH:6][CH:5]=1.CCN(C(C)C)C(C)C.[C:27]([C:31]1[CH:39]=[CH:38][C:34]([C:35](Cl)=[O:36])=[CH:33][CH:32]=1)([CH3:30])([CH3:29])[CH3:28], predict the reaction product. The product is: [C:27]([C:31]1[CH:32]=[CH:33][C:34]([C:35]([NH:1][C@H:2]([C:14]([O:16][CH3:17])=[O:15])[CH2:3][C:4]2[CH:13]=[CH:12][C:7]([C:8]([O:10][CH3:11])=[O:9])=[CH:6][CH:5]=2)=[O:36])=[CH:38][CH:39]=1)([CH3:30])([CH3:28])[CH3:29]. (5) Given the reactants [OH:1][C:2]1[CH:7]=[CH:6][CH:5]=[CH:4][C:3]=1[C:8](=[O:10])[CH3:9].[CH2:11](Br)[C:12]1[CH:17]=[CH:16][CH:15]=[CH:14][CH:13]=1.C([O-])([O-])=O.[K+].[K+], predict the reaction product. The product is: [CH2:11]([O:1][C:2]1[CH:7]=[CH:6][CH:5]=[CH:4][C:3]=1[C:8](=[O:10])[CH3:9])[C:12]1[CH:17]=[CH:16][CH:15]=[CH:14][CH:13]=1. (6) Given the reactants [CH3:1][C:2]1[C:7]([C:8]([O:10][CH2:11][CH3:12])=[O:9])=[CH:6][N:5]=[CH:4][CH:3]=1.[C:13]1([CH3:21])[C:14]([CH:19]=O)=[CH:15][CH:16]=[CH:17][CH:18]=1, predict the reaction product. The product is: [CH3:21][C:13]1[CH:18]=[CH:17][CH:16]=[CH:15][C:14]=1/[CH:19]=[CH:1]/[C:2]1[CH:3]=[CH:4][N:5]=[CH:6][C:7]=1[C:8]([O:10][CH2:11][CH3:12])=[O:9]. (7) The product is: [Cl:25][C:23]1[CH:22]=[N:21][C:5]2=[N:6][C:7]([N:8]3[CH2:11][CH:10]([N:12]([CH3:20])[C:13](=[O:19])[O:14][C:15]([CH3:18])([CH3:17])[CH3:16])[CH2:9]3)=[C:2]([NH:27][NH2:28])[N:3]=[C:4]2[CH:24]=1. Given the reactants Cl[C:2]1[N:3]=[C:4]2[CH:24]=[C:23]([Cl:25])[CH:22]=[N:21][C:5]2=[N:6][C:7]=1[N:8]1[CH2:11][CH:10]([N:12]([CH3:20])[C:13](=[O:19])[O:14][C:15]([CH3:18])([CH3:17])[CH3:16])[CH2:9]1.O.[NH2:27][NH2:28].CCOCC, predict the reaction product. (8) Given the reactants [C:1]([C:5]1[N:10]=[CH:9][C:8]([C:11]2[N:12]([C:32]([N:34]3[CH2:39][CH2:38][CH:37]([CH2:40][C:41](O)=[O:42])[CH2:36][CH2:35]3)=[O:33])[C@@:13]([C:25]3[CH:30]=[CH:29][C:28]([Cl:31])=[CH:27][CH:26]=3)([CH3:24])[C@@:14]([C:17]3[CH:22]=[CH:21][C:20]([Cl:23])=[CH:19][CH:18]=3)([CH3:16])[N:15]=2)=[C:7]([O:44][CH2:45][CH3:46])[CH:6]=1)([CH3:4])([CH3:3])[CH3:2].[OH:47][CH2:48][CH2:49][NH2:50], predict the reaction product. The product is: [C:1]([C:5]1[N:10]=[CH:9][C:8]([C:11]2[N:12]([C:32]([N:34]3[CH2:39][CH2:38][CH:37]([CH2:40][C:41]([NH:50][CH2:49][CH2:48][OH:47])=[O:42])[CH2:36][CH2:35]3)=[O:33])[C@@:13]([C:25]3[CH:26]=[CH:27][C:28]([Cl:31])=[CH:29][CH:30]=3)([CH3:24])[C@@:14]([C:17]3[CH:22]=[CH:21][C:20]([Cl:23])=[CH:19][CH:18]=3)([CH3:16])[N:15]=2)=[C:7]([O:44][CH2:45][CH3:46])[CH:6]=1)([CH3:3])([CH3:4])[CH3:2]. (9) Given the reactants [Br:1][C:2]1[CH:3]=[C:4]([CH:8]([CH2:11][OH:12])[CH2:9][OH:10])[CH:5]=[N:6][CH:7]=1.CO[C:15](OC)([CH3:17])[CH3:16].CC1C=CC(S(O)(=O)=O)=CC=1, predict the reaction product. The product is: [Br:1][C:2]1[CH:7]=[N:6][CH:5]=[C:4]([CH:8]2[CH2:11][O:12][C:15]([CH3:17])([CH3:16])[O:10][CH2:9]2)[CH:3]=1. (10) Given the reactants C(OC([N:11]1[CH2:16][CH2:15][C@@H:14]([O:17][C:18]2[N:19]=[N:20][C:21]([CH2:37][CH2:38][CH2:39][CH3:40])=[C:22]([C:24]3[CH:29]=[CH:28][C:27]([O:30][CH:31]4[CH2:36][CH2:35][CH2:34][CH2:33][CH2:32]4)=[CH:26][CH:25]=3)[CH:23]=2)[C@H:13]([F:41])[CH2:12]1)=O)C1C=CC=CC=1, predict the reaction product. The product is: [CH2:37]([C:21]1[N:20]=[N:19][C:18]([O:17][C@@H:14]2[CH2:15][CH2:16][NH:11][CH2:12][C@H:13]2[F:41])=[CH:23][C:22]=1[C:24]1[CH:29]=[CH:28][C:27]([O:30][CH:31]2[CH2:36][CH2:35][CH2:34][CH2:33][CH2:32]2)=[CH:26][CH:25]=1)[CH2:38][CH2:39][CH3:40].